Task: Predict the reactants needed to synthesize the given product.. Dataset: Full USPTO retrosynthesis dataset with 1.9M reactions from patents (1976-2016) (1) Given the product [NH2:12][C@@H:4]([CH2:5][C:6]1[CH:7]=[N:8][CH:9]=[CH:10][CH:11]=1)[C:3]([N:2]([CH3:31])[CH3:1])=[O:30], predict the reactants needed to synthesize it. The reactants are: [CH3:1][N:2]([CH3:31])[C:3](=[O:30])[C@@H:4]([NH:12]C(=O)OCC1C2C=CC=CC=2C2C1=CC=CC=2)[CH2:5][C:6]1[CH:7]=[N:8][CH:9]=[CH:10][CH:11]=1.C1COCC1.CNC. (2) The reactants are: [CH3:1][N:2]1[C:7](=[O:8])[C:6]2[C:9]([C:30]3[CH:35]=[CH:34][CH:33]=[CH:32][CH:31]=3)=[C:10]([C:12]3[CH:17]=[CH:16][C:15]([C:18]4([NH:22][C:23](=[O:29])[O:24][C:25]([CH3:28])([CH3:27])[CH3:26])[CH2:21][CH2:20][CH2:19]4)=[CH:14][CH:13]=3)[O:11][C:5]=2[N:4]=[C:3]1S(C)(=O)=O.[NH:40]1[CH2:45][CH2:44][NH:43][CH2:42][C:41]1=[O:46].C(O)(C(F)(F)F)=O.CCN(C(C)C)C(C)C. Given the product [CH3:1][N:2]1[C:7](=[O:8])[C:6]2[C:9]([C:30]3[CH:35]=[CH:34][CH:33]=[CH:32][CH:31]=3)=[C:10]([C:12]3[CH:17]=[CH:16][C:15]([C:18]4([NH:22][C:23](=[O:29])[O:24][C:25]([CH3:28])([CH3:27])[CH3:26])[CH2:21][CH2:20][CH2:19]4)=[CH:14][CH:13]=3)[O:11][C:5]=2[N:4]=[C:3]1[N:43]1[CH2:44][CH2:45][NH:40][C:41](=[O:46])[CH2:42]1, predict the reactants needed to synthesize it. (3) Given the product [Cl:1][C:2]1[C:3]2[N:4]([C:10]([C@H:12]3[CH2:17][N:16]4[C:18](=[O:23])[O:19][CH:20]([CH:21]=[CH2:22])[C@@H:15]4[CH2:14][CH2:13]3)=[N:9][CH:8]=2)[CH:5]=[CH:6][N:7]=1, predict the reactants needed to synthesize it. The reactants are: [Cl:1][C:2]1[C:3]([CH2:8][NH:9][C:10]([C@H:12]2[CH2:17][N:16]3[C:18](=[O:23])[O:19][CH:20]([CH:21]=[CH2:22])[C@@H:15]3[CH2:14][CH2:13]2)=O)=[N:4][CH:5]=[CH:6][N:7]=1.O=P(Cl)(Cl)Cl.CN(C=O)C.C(=O)(O)[O-].[Na+]. (4) Given the product [NH2:48][C:49]1[CH:54]=[C:53]([C:2]2[S:3][C:4]([C:13]([C:15]3[CH:23]=[C:22]4[C:18]([C:19]([F:45])=[C:20]([C:39]5[CH:44]=[CH:43][CH:42]=[CH:41][CH:40]=5)[N:21]4[CH2:24][CH2:25][CH2:26][CH2:27][N:28]4[C:36](=[O:37])[C:35]5[C:30](=[CH:31][CH:32]=[CH:33][CH:34]=5)[C:29]4=[O:38])=[CH:17][CH:16]=3)=[O:14])=[CH:5][C:6]=2[CH2:7][C:8]([O:10][CH2:11][CH3:12])=[O:9])[CH:52]=[CH:51][CH:50]=1, predict the reactants needed to synthesize it. The reactants are: Br[C:2]1[S:3][C:4]([C:13]([C:15]2[CH:23]=[C:22]3[C:18]([C:19]([F:45])=[C:20]([C:39]4[CH:44]=[CH:43][CH:42]=[CH:41][CH:40]=4)[N:21]3[CH2:24][CH2:25][CH2:26][CH2:27][N:28]3[C:36](=[O:37])[C:35]4[C:30](=[CH:31][CH:32]=[CH:33][CH:34]=4)[C:29]3=[O:38])=[CH:17][CH:16]=2)=[O:14])=[CH:5][C:6]=1[CH2:7][C:8]([O:10][CH2:11][CH3:12])=[O:9].[F-].[Cs+].[NH2:48][C:49]1[CH:50]=[C:51](B(O)O)[CH:52]=[CH:53][CH:54]=1.O. (5) Given the product [C:16]([O:15]1[CH2:10][CH2:11][CH2:12][CH:7]([C:6]2[N:5]([CH3:20])[N:4]=[CH:3][C:2]=2[C:33]2[CH:34]=[C:35]3[C:30](=[CH:31][CH:32]=2)[C:29]2[N:39]([CH:40]=[C:27]([C:25]4[N:24]([CH:44]([CH3:45])[CH3:46])[N:23]=[C:22]([CH3:21])[N:26]=4)[N:28]=2)[CH2:38][CH2:37][O:36]3)[CH2:8][NH:9][C:13]1=[O:14])([CH3:19])([CH3:18])[CH3:17], predict the reactants needed to synthesize it. The reactants are: Br[C:2]1[CH:3]=[N:4][N:5]([CH3:20])[C:6]=1[CH:7]1[CH2:12][CH2:11][CH2:10][N:9]([C:13]([O:15][C:16]([CH3:19])([CH3:18])[CH3:17])=[O:14])[CH2:8]1.[CH3:21][C:22]1[N:26]=[C:25]([C:27]2[N:28]=[C:29]3[N:39]([CH:40]=2)[CH2:38][CH2:37][O:36][C:35]2[C:30]3=[CH:31][CH:32]=[C:33](B(O)O)[CH:34]=2)[N:24]([CH:44]([CH3:46])[CH3:45])[N:23]=1.C([O-])([O-])=O.[K+].[K+]. (6) Given the product [OH:1][C@@H:2]([C:24]([CH3:29])([CH3:30])[CH2:25][CH2:26][CH2:27][CH3:28])/[CH:3]=[CH:4]/[C@H:5]1[CH2:9][O:8][C:7](=[O:10])[N:6]1[CH2:11][CH2:12][S:13][C:14]1[S:15][CH:16]=[C:17]([C:19]([OH:21])=[O:20])[N:18]=1, predict the reactants needed to synthesize it. The reactants are: [OH:1][C@@H:2]([C:24]([CH3:30])([CH3:29])[CH2:25][CH2:26][CH2:27][CH3:28])/[CH:3]=[CH:4]/[C@H:5]1[CH2:9][O:8][C:7](=[O:10])[N:6]1[CH2:11][CH2:12][S:13][C:14]1[S:15][CH:16]=[C:17]([C:19]([O:21]CC)=[O:20])[N:18]=1.[OH-].[Na+].Cl. (7) Given the product [Cl:7][C:8]1[N:15]=[C:14]([NH:18][C@@H:19]2[CH2:24][CH2:23][CH2:22][CH2:21][C@@H:20]2[NH:25][C:26](=[O:32])[O:27][C:28]([CH3:30])([CH3:29])[CH3:31])[C:13]([F:17])=[CH:12][C:9]=1[C:10]#[N:11], predict the reactants needed to synthesize it. The reactants are: C(=O)([O-])[O-].[K+].[K+].[Cl:7][C:8]1[N:15]=[C:14](Cl)[C:13]([F:17])=[CH:12][C:9]=1[C:10]#[N:11].[NH2:18][C@@H:19]1[CH2:24][CH2:23][CH2:22][CH2:21][C@@H:20]1[NH:25][C:26](=[O:32])[O:27][C:28]([CH3:31])([CH3:30])[CH3:29]. (8) Given the product [Cl:20][C:21]1[CH:26]=[CH:25][C:24]([CH:27]([C:29]2[CH:34]=[CH:33][C:32]([Cl:35])=[CH:31][CH:30]=2)[NH:28][C:16](=[O:18])[CH2:15][C:12]2[CH:11]=[CH:10][C:9]([O:8][CH2:7][C:6]3[C:2]([CH3:1])=[N:3][O:4][C:5]=3[CH3:19])=[CH:14][CH:13]=2)=[C:23]([CH3:36])[CH:22]=1, predict the reactants needed to synthesize it. The reactants are: [CH3:1][C:2]1[C:6]([CH2:7][O:8][C:9]2[CH:14]=[CH:13][C:12]([CH2:15][C:16]([OH:18])=O)=[CH:11][CH:10]=2)=[C:5]([CH3:19])[O:4][N:3]=1.[Cl:20][C:21]1[CH:26]=[CH:25][C:24]([CH:27]([C:29]2[CH:34]=[CH:33][C:32]([Cl:35])=[CH:31][CH:30]=2)[NH2:28])=[C:23]([CH3:36])[CH:22]=1. (9) Given the product [N+:1]([C:4]1[CH:5]=[CH:6][CH:7]=[C:8]2[C:12]=1[NH:11][C:10]([C:13](=[S:25])[NH2:15])=[CH:9]2)([O-:3])=[O:2], predict the reactants needed to synthesize it. The reactants are: [N+:1]([C:4]1[CH:5]=[CH:6][CH:7]=[C:8]2[C:12]=1[NH:11][C:10]([C:13]([NH2:15])=O)=[CH:9]2)([O-:3])=[O:2].COC1C=CC(P2(SP(C3C=CC(OC)=CC=3)(=S)S2)=[S:25])=CC=1.